From a dataset of TCR-epitope binding with 47,182 pairs between 192 epitopes and 23,139 TCRs. Binary Classification. Given a T-cell receptor sequence (or CDR3 region) and an epitope sequence, predict whether binding occurs between them. (1) The epitope is IVTDFSVIK. The TCR CDR3 sequence is CAWSDTGDTEAFF. Result: 1 (the TCR binds to the epitope). (2) The epitope is GTITVEELK. The TCR CDR3 sequence is CSVEVGAGETQYF. Result: 0 (the TCR does not bind to the epitope). (3) The epitope is ISPRTLNAW. The TCR CDR3 sequence is CASSQTNSNEQFF. Result: 0 (the TCR does not bind to the epitope). (4) The epitope is RAKFKQLL. The TCR CDR3 sequence is CASSSTGGFLDEQYF. Result: 1 (the TCR binds to the epitope).